This data is from Clinical trial toxicity outcomes and FDA approval status for drugs. The task is: Regression/Classification. Given a drug SMILES string, predict its toxicity properties. Task type varies by dataset: regression for continuous values (e.g., LD50, hERG inhibition percentage) or binary classification for toxic/non-toxic outcomes (e.g., AMES mutagenicity, cardiotoxicity, hepatotoxicity). Dataset: clintox. (1) The drug is CC[N+](C)(CC)CCOC(=O)C(O)(c1ccccc1)C1CCCCC1. The result is 0 (passed clinical trial). (2) The drug is Oc1ccc(C2C[NH2+]CCc3c2cc(O)c(O)c3Cl)cc1. The result is 0 (passed clinical trial). (3) The molecule is COc1ccnc(CS(=O)c2nc3ccc(OC(F)F)cc3[nH]2)c1OC. The result is 0 (passed clinical trial). (4) The compound is NS(=O)(=O)c1ccc(C[NH3+])cc1. The result is 0 (passed clinical trial). (5) The drug is CC([NH3+])C12CC3CC(CC(C3)C1)C2. The result is 0 (passed clinical trial).